Dataset: Full USPTO retrosynthesis dataset with 1.9M reactions from patents (1976-2016). Task: Predict the reactants needed to synthesize the given product. Given the product [ClH:31].[CH:1]1([CH2:4][NH:5][C@@H:13]2[CH2:15][C@H:14]2[C:16]2[CH:17]=[C:18]([CH:19]=[CH:20][CH:21]=2)[C:22]([NH:23][C:24]2[CH:29]=[CH:28][CH:27]=[CH:26][CH:25]=2)=[O:30])[CH2:3][CH2:2]1, predict the reactants needed to synthesize it. The reactants are: [CH:1]1([CH2:4][N:5]([C@@H:13]2[CH2:15][C@H:14]2[C:16]2[CH:21]=[CH:20][CH:19]=[C:18]([C:22](=[O:30])[NH:23][C:24]3[CH:29]=[CH:28][CH:27]=[CH:26][CH:25]=3)[CH:17]=2)C(=O)OC(C)(C)C)[CH2:3][CH2:2]1.[ClH:31].C(OCC)(=O)C.